This data is from Reaction yield outcomes from USPTO patents with 853,638 reactions. The task is: Predict the reaction yield, written as a fraction of the theoretical maximum amount of product (1.0 means a 100% yield; for example, 0.34 means a 34% yield). (1) The reactants are [CH3:1][O:2][C:3]1[CH:8]=[CH:7][C:6]([O:9][CH3:10])=[CH:5][C:4]=1[S:11][C:12]1[NH:13][C:14]2[C:19]([N:20]=1)=[C:18]([NH2:21])[N:17]=[CH:16][N:15]=2.Br[CH2:23][CH2:24][C:25]1[CH:30]=[CH:29][C:28]([N+:31]([O-:33])=[O:32])=[CH:27][CH:26]=1. No catalyst specified. The product is [CH3:1][O:2][C:3]1[CH:8]=[CH:7][C:6]([O:9][CH3:10])=[CH:5][C:4]=1[S:11][C:12]1[N:13]([CH2:23][CH2:24][C:25]2[CH:26]=[CH:27][C:28]([N+:31]([O-:33])=[O:32])=[CH:29][CH:30]=2)[C:14]2[C:19]([N:20]=1)=[C:18]([NH2:21])[N:17]=[CH:16][N:15]=2. The yield is 0.350. (2) The catalyst is CN(C=O)C. The product is [Br:1][C:2]1[CH:7]=[C:6]([CH:5]=[C:4]([Br:10])[CH:3]=1)[CH2:8][N:15]1[C:11](=[O:21])[C:12]2[C:13](=[CH:17][CH:18]=[CH:19][CH:20]=2)[C:14]1=[O:16]. The reactants are [Br:1][C:2]1[CH:7]=[C:6]([CH2:8]Br)[CH:5]=[C:4]([Br:10])[CH:3]=1.[C:11]1(=[O:21])[NH:15][C:14](=[O:16])[C:13]2=[CH:17][CH:18]=[CH:19][CH:20]=[C:12]12.[K]. The yield is 0.830.